Dataset: Reaction yield outcomes from USPTO patents with 853,638 reactions. Task: Predict the reaction yield, written as a fraction of the theoretical maximum amount of product (1.0 means a 100% yield; for example, 0.34 means a 34% yield). The reactants are [O:1]=[C:2]1[N:12]2[C:13]3[C:8]([CH2:9][CH:10]([NH:14][C:15](=[O:21])[O:16][C:17]([CH3:20])([CH3:19])[CH3:18])[CH2:11]2)=[CH:7][CH:6]=[CH:5][C:4]=3[NH:3]1.Br[CH2:23][C:24]([O:26][CH3:27])=[O:25].C(=O)([O-])[O-].[K+].[K+].S([O-])(O)(=O)=O.[K+]. The catalyst is CN(C)C=O. The product is [C:17]([O:16][C:15]([NH:14][CH:10]1[CH2:9][C:8]2[C:13]3=[C:4]([N:3]([CH2:23][C:24]([O:26][CH3:27])=[O:25])[C:2](=[O:1])[N:12]3[CH2:11]1)[CH:5]=[CH:6][CH:7]=2)=[O:21])([CH3:18])([CH3:20])[CH3:19]. The yield is 0.630.